Dataset: Catalyst prediction with 721,799 reactions and 888 catalyst types from USPTO. Task: Predict which catalyst facilitates the given reaction. (1) Reactant: Cl[C:2]1[C:11]([CH:12]=[O:13])=[CH:10][C:9]2[C:4](=[CH:5][CH:6]=[CH:7][CH:8]=2)[N:3]=1.[C:14](=[O:17])([O-])[O-].[Na+].[Na+].O.[CH2:21](O)[CH3:22]. Product: [CH:9]([C:4]1[CH:5]=[CH:6][C:7]([O:17][CH3:14])=[C:21]([C:2]2[C:11]([CH:12]=[O:13])=[CH:10][C:9]3[C:4](=[CH:5][CH:6]=[CH:7][CH:8]=3)[N:3]=2)[CH:22]=1)([CH3:10])[CH3:8]. The catalyst class is: 57. (2) Reactant: [N:1]1([C:12]([O:14][C:15]([CH3:18])([CH3:17])[CH3:16])=[O:13])[CH2:6][CH2:5][CH:4]([C:7]([O:9][CH2:10][CH3:11])=[O:8])[CH2:3][CH2:2]1.[Li+].[CH3:20]C([N-]C(C)C)C.C1CCCCC1.CI. Product: [CH3:20][C:4]1([C:7]([O:9][CH2:10][CH3:11])=[O:8])[CH2:3][CH2:2][N:1]([C:12]([O:14][C:15]([CH3:17])([CH3:16])[CH3:18])=[O:13])[CH2:6][CH2:5]1. The catalyst class is: 1. (3) Reactant: [CH:1]1([C:4]2[CH:9]=[CH:8][C:7](/[C:10](/[C:14]3[CH:19]=[CH:18][C:17]([I:20])=[CH:16][CH:15]=3)=[CH:11]/[CH2:12][OH:13])=[CH:6][CH:5]=2)[CH2:3][CH2:2]1.O[C:22]1[CH:33]=[CH:32][C:25]([O:26][CH2:27][C:28]([O:30][CH3:31])=[O:29])=[C:24]([CH3:34])[CH:23]=1.C1(P(C2C=CC=CC=2)C2C=CC=CC=2)C=CC=CC=1.N(C(OC(C)C)=O)=NC(OC(C)C)=O. Product: [CH:1]1([C:4]2[CH:9]=[CH:8][C:7](/[C:10](/[C:14]3[CH:19]=[CH:18][C:17]([I:20])=[CH:16][CH:15]=3)=[CH:11]/[CH2:12][O:13][C:22]3[CH:33]=[CH:32][C:25]([O:26][CH2:27][C:28]([O:30][CH3:31])=[O:29])=[C:24]([CH3:34])[CH:23]=3)=[CH:6][CH:5]=2)[CH2:3][CH2:2]1. The catalyst class is: 359. (4) Reactant: N[C:2]1[CH:17]=[C:16]([Br:18])[CH:15]=[CH:14][C:3]=1[C:4]([NH:6][NH:7][C:8]1[CH:13]=[CH:12][CH:11]=[CH:10][CH:9]=1)=[O:5].C(O)C.N([O-])=O.[Na+]. Product: [Br:18][C:16]1[CH:15]=[C:14]2[C:3]([C:4](=[O:5])[NH:6][N:7]2[C:8]2[CH:13]=[CH:12][CH:11]=[CH:10][CH:9]=2)=[CH:2][CH:17]=1. The catalyst class is: 126.